Dataset: NCI-60 drug combinations with 297,098 pairs across 59 cell lines. Task: Regression. Given two drug SMILES strings and cell line genomic features, predict the synergy score measuring deviation from expected non-interaction effect. (1) Drug 1: C1=CC(=CC=C1CC(C(=O)O)N)N(CCCl)CCCl.Cl. Drug 2: C1=NC2=C(N=C(N=C2N1C3C(C(C(O3)CO)O)O)F)N. Cell line: M14. Synergy scores: CSS=5.33, Synergy_ZIP=-2.41, Synergy_Bliss=-0.876, Synergy_Loewe=-2.73, Synergy_HSA=-2.92. (2) Drug 1: CN1C2=C(C=C(C=C2)N(CCCl)CCCl)N=C1CCCC(=O)O.Cl. Drug 2: CC12CCC3C(C1CCC2O)C(CC4=C3C=CC(=C4)O)CCCCCCCCCS(=O)CCCC(C(F)(F)F)(F)F. Cell line: CCRF-CEM. Synergy scores: CSS=7.42, Synergy_ZIP=-2.68, Synergy_Bliss=-1.50, Synergy_Loewe=1.84, Synergy_HSA=0.570. (3) Drug 1: CCN(CC)CCNC(=O)C1=C(NC(=C1C)C=C2C3=C(C=CC(=C3)F)NC2=O)C. Drug 2: CC1=C(N=C(N=C1N)C(CC(=O)N)NCC(C(=O)N)N)C(=O)NC(C(C2=CN=CN2)OC3C(C(C(C(O3)CO)O)O)OC4C(C(C(C(O4)CO)O)OC(=O)N)O)C(=O)NC(C)C(C(C)C(=O)NC(C(C)O)C(=O)NCCC5=NC(=CS5)C6=NC(=CS6)C(=O)NCCC[S+](C)C)O. Cell line: HCT116. Synergy scores: CSS=22.7, Synergy_ZIP=3.70, Synergy_Bliss=-2.36, Synergy_Loewe=-18.5, Synergy_HSA=-3.07. (4) Drug 1: C1CC2CC3=C(CC1C24CN(S(=O)(=O)N4)CC(F)(F)F)C=CC(=C3)C=CCN5CCC(CC5)C(F)(F)F. Drug 2: C1=C(C(=O)NC(=O)N1)F. Cell line: NCIH23. Synergy scores: CSS=44.4, Synergy_ZIP=1.32, Synergy_Bliss=1.50, Synergy_Loewe=-4.01, Synergy_HSA=4.64. (5) Drug 1: CS(=O)(=O)CCNCC1=CC=C(O1)C2=CC3=C(C=C2)N=CN=C3NC4=CC(=C(C=C4)OCC5=CC(=CC=C5)F)Cl. Drug 2: CCC1(C2=C(COC1=O)C(=O)N3CC4=CC5=C(C=CC(=C5CN(C)C)O)N=C4C3=C2)O.Cl. Cell line: MALME-3M. Synergy scores: CSS=-0.532, Synergy_ZIP=-1.78, Synergy_Bliss=3.02, Synergy_Loewe=-15.6, Synergy_HSA=-2.86. (6) Drug 1: CNC(=O)C1=NC=CC(=C1)OC2=CC=C(C=C2)NC(=O)NC3=CC(=C(C=C3)Cl)C(F)(F)F. Drug 2: CC1C(C(CC(O1)OC2CC(CC3=C2C(=C4C(=C3O)C(=O)C5=C(C4=O)C(=CC=C5)OC)O)(C(=O)CO)O)N)O.Cl. Cell line: UACC-257. Synergy scores: CSS=35.8, Synergy_ZIP=0.593, Synergy_Bliss=3.00, Synergy_Loewe=-3.87, Synergy_HSA=3.88.